This data is from Full USPTO retrosynthesis dataset with 1.9M reactions from patents (1976-2016). The task is: Predict the reactants needed to synthesize the given product. (1) Given the product [NH:33]1[C:34]2[C:30](=[CH:29][C:28]([NH:27][C:25]3[C:24]4[C:19](=[CH:20][CH:21]=[CH:22][CH:23]=4)[N:18]=[C:17]([C:13]4[CH:12]=[C:11]([NH:10][C:8]([N:5]5[CH2:6][CH2:7][N:2]([CH3:1])[CH2:3][CH2:4]5)=[O:9])[CH:16]=[CH:15][CH:14]=4)[N:26]=3)=[CH:36][CH:35]=2)[CH:31]=[N:32]1, predict the reactants needed to synthesize it. The reactants are: [CH3:1][N:2]1[CH2:7][CH2:6][N:5]([C:8]([NH:10][C:11]2[CH:12]=[C:13]([C:17]3[N:26]=[C:25]([NH:27][C:28]4[CH:29]=[C:30]5[C:34](=[CH:35][CH:36]=4)[N:33](C(OC(C)(C)C)=O)[N:32]=[CH:31]5)[C:24]4[C:19](=[CH:20][CH:21]=[CH:22][CH:23]=4)[N:18]=3)[CH:14]=[CH:15][CH:16]=2)=[O:9])[CH2:4][CH2:3]1.C(O)(C(F)(F)F)=O. (2) Given the product [N:34]1([CH2:38][CH2:40][O:31][NH:30][C:19]([C:11]2[O:12][C:13]3[CH:18]=[CH:17][N:16]=[CH:15][C:14]=3[C:10]=2[NH:9][C:3]2[CH:4]=[CH:5][C:6]([I:8])=[CH:7][C:2]=2[F:1])=[O:21])[CH2:35][CH2:36][O:41][CH2:32][CH2:33]1, predict the reactants needed to synthesize it. The reactants are: [F:1][C:2]1[CH:7]=[C:6]([I:8])[CH:5]=[CH:4][C:3]=1[NH:9][C:10]1[C:14]2[CH:15]=[N:16][CH:17]=[CH:18][C:13]=2[O:12][C:11]=1[C:19]([OH:21])=O.C1C=CC2[N:30]([OH:31])N=NC=2C=1.[CH3:32][CH2:33][N:34]([CH:38]([CH3:40])C)[CH:35](C)[CH3:36].[O:41]1CCC(CCON)CC1. (3) Given the product [Cl:26][C:27]1[CH:32]=[C:31]([Cl:33])[CH:30]=[CH:29][C:28]=1[CH2:34][NH:35][C:36]([N:10]1[CH2:9][CH2:8][CH:7]([O:6][C:5]2[CH:13]=[CH:14][CH:15]=[CH:16][C:4]=2[O:3][CH3:2])[CH2:12][CH2:11]1)=[O:37], predict the reactants needed to synthesize it. The reactants are: Cl.[CH3:2][O:3][C:4]1[CH:16]=[CH:15][CH:14]=[CH:13][C:5]=1[O:6][CH:7]1[CH2:12][CH2:11][NH:10][CH2:9][CH2:8]1.C(N(C(C)C)CC)(C)C.[Cl:26][C:27]1[CH:32]=[C:31]([Cl:33])[CH:30]=[CH:29][C:28]=1[CH2:34][N:35]=[C:36]=[O:37]. (4) Given the product [CH3:3][O:4][C:5]([C@H:7]1[CH2:8][CH2:9][C@H:10]([CH2:13][N:14]2[C:18]3[CH:19]=[C:20]([Br:23])[CH:21]=[CH:22][C:17]=3[N:16]([CH3:25])[C:15]2=[O:24])[CH2:11][CH2:12]1)=[O:6], predict the reactants needed to synthesize it. The reactants are: CI.[CH3:3][O:4][C:5]([C@H:7]1[CH2:12][CH2:11][C@H:10]([CH2:13][N:14]2[C:18]3[CH:19]=[C:20]([Br:23])[CH:21]=[CH:22][C:17]=3[NH:16][C:15]2=[O:24])[CH2:9][CH2:8]1)=[O:6].[C:25]([O-])([O-])=O.[K+].[K+]. (5) Given the product [Cl:9][C:6]1[CH:7]=[CH:8][C:3]([CH2:2][C:14]#[N:15])=[CH:4][C:5]=1[C:10]([F:13])([F:12])[F:11], predict the reactants needed to synthesize it. The reactants are: Br[CH2:2][C:3]1[CH:8]=[CH:7][C:6]([Cl:9])=[C:5]([C:10]([F:13])([F:12])[F:11])[CH:4]=1.[C-:14]#[N:15].[Na+].